Dataset: NCI-60 drug combinations with 297,098 pairs across 59 cell lines. Task: Regression. Given two drug SMILES strings and cell line genomic features, predict the synergy score measuring deviation from expected non-interaction effect. Drug 1: C1=CC(=CC=C1C#N)C(C2=CC=C(C=C2)C#N)N3C=NC=N3. Drug 2: C1=CC=C(C=C1)NC(=O)CCCCCCC(=O)NO. Cell line: DU-145. Synergy scores: CSS=20.3, Synergy_ZIP=-0.398, Synergy_Bliss=1.28, Synergy_Loewe=-15.7, Synergy_HSA=-3.92.